The task is: Predict which catalyst facilitates the given reaction.. This data is from Catalyst prediction with 721,799 reactions and 888 catalyst types from USPTO. (1) Reactant: Cl.C([N:5]1[C:13]2[C:8](=[CH:9][C:10]([O:17][CH3:18])=[C:11]([N+:14]([O-:16])=[O:15])[CH:12]=2)[CH2:7][CH2:6]1)(=O)C. Product: [CH3:18][O:17][C:10]1[CH:9]=[C:8]2[C:13](=[CH:12][C:11]=1[N+:14]([O-:16])=[O:15])[NH:5][CH2:6][CH2:7]2. The catalyst class is: 5. (2) Product: [C:2]([O:4][C@H:5]1[C:14]2[C@:15]3([CH3:30])[C:16](/[C:17](=[CH:18]/[NH:37][CH2:36][CH2:35][CH2:34][N:33]([CH3:38])[CH3:32])/[C:23](=[O:24])[O:25][C@@H:26]3[CH2:27][O:28][CH3:29])=[C:20]([OH:19])[C:21](=[O:22])[C:13]=2[CH:8]2[C@@:7]([CH3:31])([C@@H:11]([OH:12])[CH2:10][CH2:9]2)[CH2:6]1)(=[O:3])[CH3:1]. Reactant: [CH3:1][C:2]([O:4][C@H:5]1[C:14]2[C@@:15]3([CH3:30])[C@@H:26]([CH2:27][O:28][CH3:29])[O:25][C:23](=[O:24])[C:17]4=[CH:18][O:19][C:20]([C:21](=[O:22])[C:13]=2[C@@H:8]2[CH2:9][CH2:10][C@H:11]([OH:12])[C@@:7]2([CH3:31])[CH2:6]1)=[C:16]34)=[O:3].[CH3:32][N:33]([CH3:38])[CH2:34][CH2:35][CH2:36][NH2:37]. The catalyst class is: 2. (3) Reactant: [CH3:1][CH:2]([CH3:6])[CH2:3][C:4]#[CH:5].[Li][CH2:8][CH2:9][CH2:10]C.ICCC. Product: [CH3:1][CH:2]([CH2:3][C:4]#[C:5][CH2:8][CH2:9][CH3:10])[CH3:6]. The catalyst class is: 1. (4) Reactant: [O:1]1[CH2:5][CH2:4][O:3][CH:2]1[C:6]1[C:15](Br)=[CH:14][C:13]2[C:12]([CH3:18])([CH3:17])[CH2:11][CH2:10][C:9]([CH3:20])([CH3:19])[C:8]=2[CH:7]=1.[Li]CCCC.[S:26]1[CH:30]=[CH:29][CH:28]=[C:27]1[CH:31]=[O:32].[Cl-].[NH4+]. The catalyst class is: 54. Product: [O:1]1[CH2:5][CH2:4][O:3][CH:2]1[C:6]1[C:15]([CH:31]([OH:32])[C:27]2[S:26][CH:30]=[CH:29][CH:28]=2)=[CH:14][C:13]2[C:12]([CH3:18])([CH3:17])[CH2:11][CH2:10][C:9]([CH3:20])([CH3:19])[C:8]=2[CH:7]=1.